From a dataset of Catalyst prediction with 721,799 reactions and 888 catalyst types from USPTO. Predict which catalyst facilitates the given reaction. (1) The catalyst class is: 10. Product: [C:17]([N:16]=[C:15]([O:14][C:11]1[CH:12]=[CH:13][CH:8]=[CH:9][CH:10]=1)[NH:1][C:2]1[CH:7]=[CH:6][CH:5]=[CH:4][CH:3]=1)#[N:18]. Reactant: [NH2:1][C:2]1[CH:7]=[CH:6][CH:5]=[CH:4][CH:3]=1.[CH:8]1[CH:13]=[CH:12][C:11]([O:14][C:15](OC2C=CC=CC=2)=[N:16][C:17]#[N:18])=[CH:10][CH:9]=1. (2) Reactant: COC1C=CC(C[N:8]([C:22]2[S:23][CH:24]=[CH:25][N:26]=2)[S:9]([C:12]2[CH:13]=[CH:14][C:15]3[NH:20][CH2:19][CH2:18][O:17][C:16]=3[CH:21]=2)(=[O:11])=[O:10])=CC=1.Br[C:30]1[CH:37]=[CH:36][C:35]([O:38][CH3:39])=[CH:34][C:31]=1[C:32]#[N:33].CC1(C)C2C(=C(P(C3C=CC=CC=3)C3C=CC=CC=3)C=CC=2)OC2C(P(C3C=CC=CC=3)C3C=CC=CC=3)=CC=CC1=2.CC(C)([O-])C.[Na+].[F:88][C:89]([F:94])([F:93])[C:90]([OH:92])=[O:91]. Product: [F:88][C:89]([F:94])([F:93])[C:90]([OH:92])=[O:91].[C:32]([C:31]1[CH:34]=[C:35]([O:38][CH3:39])[CH:36]=[CH:37][C:30]=1[N:20]1[CH2:19][CH2:18][O:17][C:16]2[CH:21]=[C:12]([S:9]([NH:8][C:22]3[S:23][CH:24]=[CH:25][N:26]=3)(=[O:10])=[O:11])[CH:13]=[CH:14][C:15]1=2)#[N:33]. The catalyst class is: 101. (3) Reactant: [Br:1][C:2]1[CH:3]=[C:4]2[C:10]([C:11]([OH:13])=O)=[N:9][NH:8][C:5]2=[N:6][CH:7]=1.[CH3:14][N:15]1[CH2:20][CH2:19][N:18]([C:21]2[CH:22]=[C:23]([NH2:28])[C:24]([NH2:27])=[CH:25][CH:26]=2)[CH2:17][CH2:16]1.CN(C(ON1N=NC2C=CC=NC1=2)=[N+](C)C)C.F[P-](F)(F)(F)(F)F.CCN(C(C)C)C(C)C. Product: [NH2:28][C:23]1[CH:22]=[C:21]([N:18]2[CH2:19][CH2:20][N:15]([CH3:14])[CH2:16][CH2:17]2)[CH:26]=[CH:25][C:24]=1[NH:27][C:11]([C:10]1[C:4]2[C:5](=[N:6][CH:7]=[C:2]([Br:1])[CH:3]=2)[NH:8][N:9]=1)=[O:13]. The catalyst class is: 3. (4) Reactant: [Cl:1][C:2]1[CH:10]=[CH:9][C:8]([N+:11]([O-:13])=[O:12])=[CH:7][C:3]=1[C:4](Cl)=[O:5].C(N(CC)CC)C.[NH2:21][C:22]1[CH:27]=[CH:26][CH:25]=[CH:24][CH:23]=1. Product: [CH:25]1[CH:24]=[CH:23][C:22]([NH:21][C:4]([C:3]2[CH:7]=[C:8]([N+:11]([O-:13])=[O:12])[CH:9]=[CH:10][C:2]=2[Cl:1])=[O:5])=[CH:27][CH:26]=1. The catalyst class is: 124. (5) The catalyst class is: 8. Reactant: [C:1]1([C:24]2[CH:29]=[CH:28][CH:27]=[CH:26][CH:25]=2)[CH:6]=[CH:5][C:4]([CH2:7][N:8]2[C:17]3[C:12](=[CH:13][CH:14]=[CH:15][CH:16]=3)[C:11](=S)[C:10]([C:19](OCC)=[O:20])=[CH:9]2)=[CH:3][CH:2]=1.[NH2:30][NH2:31]. Product: [C:1]1([C:24]2[CH:29]=[CH:28][CH:27]=[CH:26][CH:25]=2)[CH:6]=[CH:5][C:4]([CH2:7][N:8]2[C:17]3[CH:16]=[CH:15][CH:14]=[CH:13][C:12]=3[C:11]3=[N:30][NH:31][C:19](=[O:20])[C:10]3=[CH:9]2)=[CH:3][CH:2]=1. (6) Reactant: [CH2:1]([O:8][CH2:9][C@H:10]([OH:12])[CH3:11])[C:2]1[CH:7]=[CH:6][CH:5]=[CH:4][CH:3]=1.[H-].[Na+].[Br:15][C:16]1[C:17](Cl)=[N:18][CH:19]=[CH:20][CH:21]=1. Product: [CH2:1]([O:8][CH2:9][C@H:10]([O:12][C:17]1[C:16]([Br:15])=[CH:21][CH:20]=[CH:19][N:18]=1)[CH3:11])[C:2]1[CH:7]=[CH:6][CH:5]=[CH:4][CH:3]=1. The catalyst class is: 3. (7) Reactant: [CH3:1][N:2]([CH3:15])[CH2:3][CH2:4][O:5][C:6]1[CH:11]=[CH:10][C:9]([N+:12]([O-])=O)=[CH:8][CH:7]=1.[H][H]. Product: [CH3:1][N:2]([CH3:15])[CH2:3][CH2:4][O:5][C:6]1[CH:11]=[CH:10][C:9]([NH2:12])=[CH:8][CH:7]=1. The catalyst class is: 78.